From a dataset of Reaction yield outcomes from USPTO patents with 853,638 reactions. Predict the reaction yield, written as a fraction of the theoretical maximum amount of product (1.0 means a 100% yield; for example, 0.34 means a 34% yield). (1) The reactants are C([O-])([O-])=O.[K+].[K+].[C:7]1([CH2:13][SH:14])[CH:12]=[CH:11][CH:10]=[CH:9][CH:8]=1.Br[C:16]1[CH:21]=[CH:20][C:19]([CH:22]2[C:31]3[C:26](=[C:27]([Cl:33])[CH:28]=[C:29]([Cl:32])[CH:30]=3)[CH2:25][N:24]([CH3:34])[CH2:23]2)=[CH:18][CH:17]=1. The yield is 0.300. The product is [CH2:13]([S:14][C:16]1[CH:17]=[CH:18][C:19]([CH:22]2[C:31]3[C:26](=[C:27]([Cl:33])[CH:28]=[C:29]([Cl:32])[CH:30]=3)[CH2:25][N:24]([CH3:34])[CH2:23]2)=[CH:20][CH:21]=1)[C:7]1[CH:12]=[CH:11][CH:10]=[CH:9][CH:8]=1. The catalyst is C1(C)C(C)=CC=CC=1.C1C=CC(/C=C/C(/C=C/C2C=CC=CC=2)=O)=CC=1.C1C=CC(/C=C/C(/C=C/C2C=CC=CC=2)=O)=CC=1.C1C=CC(/C=C/C(/C=C/C2C=CC=CC=2)=O)=CC=1.[Pd].[Pd].CC1(C)C2C(=C(P(C3C=CC=CC=3)C3C=CC=CC=3)C=CC=2)OC2C(P(C3C=CC=CC=3)C3C=CC=CC=3)=CC=CC1=2. (2) The reactants are C[Si]([N-][Si](C)(C)C)(C)C.[Li+].F[C:12]1[C:17]([C:18]2[N:23]=[C:22]([CH3:24])[N:21]=[C:20]([N:25]([CH2:35][C:36]3[CH:41]=[CH:40][C:39]([O:42][CH3:43])=[CH:38][CH:37]=3)[CH2:26][C:27]3[CH:32]=[CH:31][C:30]([O:33][CH3:34])=[CH:29][CH:28]=3)[CH:19]=2)=[CH:16][C:15]([C@H:44]([N:46]2[CH2:51][CH2:50][N:49]([S:52]([CH3:55])(=[O:54])=[O:53])[CH2:48][CH2:47]2)[CH3:45])=[CH:14][N:13]=1.[F:56][C:57]1[CH:58]=[C:59]([NH2:65])[CH:60]=[N:61][C:62]=1[O:63][CH3:64].[NH4+].[Cl-]. The catalyst is C1COCC1. The product is [F:56][C:57]1[CH:58]=[C:59]([NH:65][C:12]2[C:17]([C:18]3[N:23]=[C:22]([CH3:24])[N:21]=[C:20]([N:25]([CH2:35][C:36]4[CH:41]=[CH:40][C:39]([O:42][CH3:43])=[CH:38][CH:37]=4)[CH2:26][C:27]4[CH:32]=[CH:31][C:30]([O:33][CH3:34])=[CH:29][CH:28]=4)[CH:19]=3)=[CH:16][C:15]([C@H:44]([N:46]3[CH2:47][CH2:48][N:49]([S:52]([CH3:55])(=[O:53])=[O:54])[CH2:50][CH2:51]3)[CH3:45])=[CH:14][N:13]=2)[CH:60]=[N:61][C:62]=1[O:63][CH3:64]. The yield is 0.559. (3) The reactants are [CH3:13][C:12]([O:11][C:9](O[C:9]([O:11][C:12]([CH3:15])([CH3:14])[CH3:13])=[O:10])=[O:10])([CH3:15])[CH3:14].[NH2:16][CH2:17][CH2:18][S:19]([NH:22][C@H:23]1[CH2:28][CH2:27][CH2:26][N:25]([C:29]([O:31][CH2:32][C:33]2[CH:38]=[CH:37][CH:36]=[CH:35][CH:34]=2)=[O:30])[CH2:24]1)(=[O:21])=[O:20].C(=O)(O)[O-].[Na+]. The catalyst is C(O)C.O. The product is [CH3:15][C:12]([O:11][C:9]([NH:16][CH2:17][CH2:18][S:19]([NH:22][C@H:23]1[CH2:28][CH2:27][CH2:26][N:25]([C:29]([O:31][CH2:32][C:33]2[CH:34]=[CH:35][CH:36]=[CH:37][CH:38]=2)=[O:30])[CH2:24]1)(=[O:20])=[O:21])=[O:10])([CH3:13])[CH3:14]. The yield is 0.880. (4) The reactants are [CH2:1]([O:3][C:4]([C:6]1[CH:10]=[CH:9][NH:8][N:7]=1)=[O:5])[CH3:2].[H-].[Na+].[F:13][CH2:14][CH2:15]Br. The catalyst is C1COCC1. The product is [CH2:1]([O:3][C:4]([C:6]1[CH:10]=[CH:9][N:8]([CH2:15][CH2:14][F:13])[N:7]=1)=[O:5])[CH3:2]. The yield is 0.470. (5) The reactants are [CH3:1][C:2]1[N:7]=[C:6]([NH2:8])[C:5]([NH2:9])=[CH:4][CH:3]=1.[CH:10]([CH:12]=O)=O. The catalyst is CO. The product is [CH3:1][C:2]1[CH:3]=[CH:4][C:5]2[C:6]([N:7]=1)=[N:8][CH:10]=[CH:12][N:9]=2. The yield is 0.800.